From a dataset of Forward reaction prediction with 1.9M reactions from USPTO patents (1976-2016). Predict the product of the given reaction. (1) Given the reactants [F:1][C:2]1[CH:7]=[CH:6][C:5]([O:8][CH3:9])=[CH:4][C:3]=1[C:10]1[CH:15]=[CH:14][C:13]([O:16][CH2:17][C:18]2[CH:23]=[CH:22][C:21](OC)=[CH:20][CH:19]=2)=[CH:12][C:11]=1[CH:26](O)[CH2:27][C:28]([CH3:31])([CH3:30])[CH3:29].C(C1C=C(C)C(S(F)(F)[F:45])=C(C)C=1)(C)(C)C.[C:49](=[O:52])([O-])O.[Na+], predict the reaction product. The product is: [F:1][C:2]1[CH:7]=[CH:6][C:5]([O:8][CH3:9])=[CH:4][C:3]=1[C:10]1[CH:15]=[CH:14][C:13]([O:16][CH2:17][C:18]2[CH:23]=[CH:22][C:21]([O:52][CH3:49])=[CH:20][CH:19]=2)=[CH:12][C:11]=1[CH:26]([F:45])[CH2:27][C:28]([CH3:30])([CH3:31])[CH3:29]. (2) Given the reactants [CH2:1]([O:8][C:9]1[CH:10]=[CH:11][C:12]([O:21][CH3:22])=[C:13]([N:15]([CH2:19][CH3:20])[C:16](=O)[CH3:17])[CH:14]=1)[C:2]1[CH:7]=[CH:6][CH:5]=[CH:4][CH:3]=1.[CH3:23][OH:24], predict the reaction product. The product is: [CH2:1]([O:8][C:9]1[C:10]([CH:23]=[O:24])=[CH:11][C:12]([O:21][CH3:22])=[C:13]([CH:14]=1)[N:15]([CH2:19][CH3:20])[CH2:16][CH3:17])[C:2]1[CH:7]=[CH:6][CH:5]=[CH:4][CH:3]=1. (3) Given the reactants [F:1][CH2:2][C@@:3]1([C:48]([O:50]CC2C=CC=CC=2)=[O:49])[CH2:8][CH2:7][C:6]([C:9]2[C:10]([CH3:47])([CH3:46])[C@H:11]3[C@:24]([CH3:27])([CH2:25][CH:26]=2)[C@@H:23]2[C@:14]([CH3:45])([C@@:15]4([CH3:44])[C@H:20]([CH2:21][CH2:22]2)[C@H:19]2[C@H:28]([C:31]([CH3:33])=[CH2:32])[CH2:29][CH2:30][C@:18]2([NH:34][C:35](=[O:43])[CH2:36][CH:37]2[CH2:42][CH2:41][O:40][CH2:39][CH2:38]2)[CH2:17][CH2:16]4)[CH2:13][CH2:12]3)=[CH:5][CH2:4]1.N[C@]12CC[C@@H](C(C)=C)[C@@H]1[C@@H]1[C@@](C)(CC2)[C@@]2(C)[C@@H]([C@]3(C)[C@@H](CC2)C(C)(C)C(C2CC[C@@](CF)(C(OCC4C=CC=CC=4)=O)CC=2)=CC3)CC1.O1CCC(CC(O)=O)CC1.CCN(C(C)C)C(C)C.CN(C(ON1N=NC2C=CC=NC1=2)=[N+](C)C)C.F[P-](F)(F)(F)(F)F, predict the reaction product. The product is: [F:1][CH2:2][C@@:3]1([C:48]([OH:50])=[O:49])[CH2:8][CH2:7][C:6]([C:9]2[C:10]([CH3:47])([CH3:46])[C@H:11]3[C@:24]([CH3:27])([CH2:25][CH:26]=2)[C@@H:23]2[C@:14]([CH3:45])([C@@:15]4([CH3:44])[C@H:20]([CH2:21][CH2:22]2)[C@H:19]2[C@H:28]([C:31]([CH3:33])=[CH2:32])[CH2:29][CH2:30][C@:18]2([NH:34][C:35](=[O:43])[CH2:36][CH:37]2[CH2:42][CH2:41][O:40][CH2:39][CH2:38]2)[CH2:17][CH2:16]4)[CH2:13][CH2:12]3)=[CH:5][CH2:4]1. (4) Given the reactants [Cl:1][C:2]1[CH:3]=[C:4]([CH:22]=[CH:23][CH:24]=1)[C:5]([NH:7][C:8]12[CH2:17][CH:12]3[CH2:13][CH:14]([CH2:16][C:10]([C:18](OC)=[O:19])([CH2:11]3)[CH2:9]1)[CH2:15]2)=[O:6].[Li+].[BH4-].N#N, predict the reaction product. The product is: [Cl:1][C:2]1[CH:3]=[C:4]([CH:22]=[CH:23][CH:24]=1)[C:5]([NH:7][C:8]12[CH2:15][CH:14]3[CH2:13][CH:12]([CH2:11][C:10]([CH2:18][OH:19])([CH2:16]3)[CH2:9]1)[CH2:17]2)=[O:6]. (5) Given the reactants [CH3:1][O:2][C:3](=[O:22])/[CH:4]=[CH:5]\[C:6]1[CH:17]=[CH:16][CH:15]=[C:14]([C:18]([F:21])([F:20])[F:19])[C:7]=1[C:8]([O:10][CH:11]([CH3:13])[CH3:12])=[O:9].CO[CH2:25][N:26]([CH2:32][C:33]1[CH:38]=[CH:37][CH:36]=[CH:35][CH:34]=1)[CH2:27][Si](C)(C)C.FC(F)(F)C(O)=O, predict the reaction product. The product is: [CH2:32]([N:26]1[CH2:27][C@H:5]([C:6]2[CH:17]=[CH:16][CH:15]=[C:14]([C:18]([F:21])([F:20])[F:19])[C:7]=2[C:8]([O:10][CH:11]([CH3:13])[CH3:12])=[O:9])[C@H:4]([C:3]([O:2][CH3:1])=[O:22])[CH2:25]1)[C:33]1[CH:38]=[CH:37][CH:36]=[CH:35][CH:34]=1. (6) Given the reactants [N:1]1([C:12](=[O:13])[C:11]2[N:10]([CH2:14][C:15]([OH:17])=O)[CH:9]=[N:8][C:7]=2[N:5]([CH3:6])[C:3]1=[O:4])[CH3:2].[CH:18]([N:21]=[C:22]=[N:23][CH:24]([CH3:26])[CH3:25])([CH3:20])[CH3:19].C(Cl)(Cl)Cl.C[OH:32].[Na], predict the reaction product. The product is: [CH:18]([N:21]([C:15](=[O:17])[CH2:14][N:10]1[C:11]2[C:12](=[O:13])[N:1]([CH3:2])[C:3](=[O:4])[N:5]([CH3:6])[C:7]=2[N:8]=[CH:9]1)[C:22]([NH:23][CH:24]([CH3:26])[CH3:25])=[O:32])([CH3:20])[CH3:19]. (7) Given the reactants Cl[C:2]1[N:7]=[C:6]([N:8]2[CH2:13][CH2:12][O:11][CH2:10][C@H:9]2[CH3:14])[CH:5]=[C:4]([C:15]2([S:18]([CH3:21])(=[O:20])=[O:19])[CH2:17][CH2:16]2)[N:3]=1.[NH:22]1[C:30]2[C:25](=[C:26](B(O)O)[CH:27]=[CH:28][CH:29]=2)[CH:24]=[CH:23]1.C(=O)([O-])[O-].[Na+].[Na+], predict the reaction product. The product is: [CH3:14][C@@H:9]1[CH2:10][O:11][CH2:12][CH2:13][N:8]1[C:6]1[CH:5]=[C:4]([C:15]2([S:18]([CH3:21])(=[O:20])=[O:19])[CH2:17][CH2:16]2)[N:3]=[C:2]([C:26]2[CH:27]=[CH:28][CH:29]=[C:30]3[C:25]=2[CH:24]=[CH:23][NH:22]3)[N:7]=1. (8) Given the reactants [Cl:1][C:2]1[CH:3]=[C:4]([CH:6]=[CH:7][C:8]=1[F:9])[NH2:5].C([O:17][CH2:18][CH3:19])(OCC)OCC.[N+:20]([CH2:23]C(OCC)=O)([O-])=O.[C:29](O)(=O)C, predict the reaction product. The product is: [Cl:1][C:2]1[CH:3]=[C:4]([N:5]2[CH:29]=[C:19]([CH2:18][OH:17])[N:20]=[CH:23]2)[CH:6]=[CH:7][C:8]=1[F:9]. (9) Given the reactants [N:1]1[C:5]2[CH:6]=[CH:7][C:8]([C:10]([OH:12])=[O:11])=[CH:9][C:4]=2[NH:3][CH:2]=1.OS(O)(=O)=O.[CH3:18][CH2:19]O, predict the reaction product. The product is: [N:1]1[C:5]2[CH:6]=[CH:7][C:8]([C:10]([O:12][CH2:18][CH3:19])=[O:11])=[CH:9][C:4]=2[NH:3][CH:2]=1. (10) Given the reactants [CH3:1][CH:2]1[C:7]([C:8]2[CH:21]=[CH:20][C:11]3[N:12]=[C:13]([C:15]4[S:16][CH:17]=[CH:18][CH:19]=4)[O:14][C:10]=3[CH:9]=2)=[N:6][NH:5][C:4](=[O:22])[CH2:3]1, predict the reaction product. The product is: [CH3:1][C:2]1[C:7]([C:8]2[CH:21]=[CH:20][C:11]3[N:12]=[C:13]([C:15]4[S:16][CH:17]=[CH:18][CH:19]=4)[O:14][C:10]=3[CH:9]=2)=[N:6][NH:5][C:4](=[O:22])[CH:3]=1.